Dataset: Forward reaction prediction with 1.9M reactions from USPTO patents (1976-2016). Task: Predict the product of the given reaction. (1) Given the reactants [Cl:1][C:2]1[CH:10]=[C:9]([S:11]([Cl:14])(=[O:13])=[O:12])[CH:8]=[CH:7][C:3]=1[C:4](Cl)=[O:5].[Cl:15][C:16]1[CH:17]=[C:18]([CH:21]=[CH:22][C:23]=1[C:24]([F:27])([F:26])[F:25])[CH2:19][NH2:20].CCN(CC)CC, predict the reaction product. The product is: [Cl:1][C:2]1[CH:10]=[C:9]([S:11]([Cl:14])(=[O:13])=[O:12])[CH:8]=[CH:7][C:3]=1[C:4]([NH:20][CH2:19][C:18]1[CH:21]=[CH:22][C:23]([C:24]([F:25])([F:26])[F:27])=[C:16]([Cl:15])[CH:17]=1)=[O:5]. (2) Given the reactants C(O)(=O)CC.[CH3:6][C:7]([O:9][CH2:10][C:11]1[C:24]2[C:19](=[CH:20][CH:21]=[CH:22][CH:23]=2)[C:18]([CH2:25][O:26][C:27]([CH3:29])=[O:28])=[C:17]2[C:12]=1[CH:13]=[CH:14][CH:15]=[CH:16]2)=[O:8].C(O)(=O)CC.O, predict the reaction product. The product is: [CH3:29][C:27]([O:26][CH2:25][C:18]1[C:17]2[C:12](=[CH:13][CH:14]=[CH:15][CH:16]=2)[C:11]([CH2:10][O:9][C:7]([CH3:6])=[O:8])=[C:24]2[C:19]=1[CH:20]=[CH:21][CH:22]=[CH:23]2)=[O:28]. (3) Given the reactants [CH:1]1([C:11](OC)=[O:12])[CH2:6][CH2:5][CH:4]([C:7](OC)=[O:8])[CH2:3][CH2:2]1.[H][H], predict the reaction product. The product is: [CH:1]1([CH2:11][OH:12])[CH2:6][CH2:5][CH:4]([CH2:7][OH:8])[CH2:3][CH2:2]1. (4) Given the reactants FCS([C:6]1[CH:11]=[C:10]([S:12]([CH2:15]F)(=[O:14])=[O:13])[CH:9]=[CH:8][CH:7]=1)(=O)=O.[Cl:17][C:18]1[CH:19]=[C:20]([CH:23]=[C:24]([Cl:26])[CH:25]=1)[CH2:21][NH2:22].[CH:27]([N:30](CC)[CH:31]([CH3:33])C)([CH3:29])C.C(#[N:38])C, predict the reaction product. The product is: [ClH:17].[Cl:17][C:18]1[CH:19]=[C:20]([CH:23]=[C:24]([Cl:26])[CH:25]=1)[CH2:21][NH:22][C:9]1[CH:8]=[C:7]([N:38]2[CH2:33][CH2:31][NH:30][CH2:27][CH2:29]2)[CH:6]=[CH:11][C:10]=1[S:12]([CH3:15])(=[O:14])=[O:13]. (5) The product is: [CH3:1][C:2]([C:17]1[CH:18]=[CH:19][CH:20]=[CH:21][CH:22]=1)([CH2:13][CH2:14][CH2:15][CH3:16])[C:3]([OH:5])=[O:4]. Given the reactants [CH3:1][C:2]([C:17]1[CH:22]=[CH:21][CH:20]=[CH:19][CH:18]=1)([CH2:13]/[CH:14]=[CH:15]/[CH3:16])[C:3]([O:5]CC1C=CC=CC=1)=[O:4], predict the reaction product. (6) Given the reactants [CH:1]([C:3]1[C:12]2[N:11]([CH3:13])[C:10](=[O:14])[CH:9]=[CH:8][C:7]=2[N:6]=[CH:5][C:4]=1[C:15]([O:17]C)=[O:16])=[CH2:2].[OH-].[Na+], predict the reaction product. The product is: [CH:1]([C:3]1[C:12]2[N:11]([CH3:13])[C:10](=[O:14])[CH:9]=[CH:8][C:7]=2[N:6]=[CH:5][C:4]=1[C:15]([OH:17])=[O:16])=[CH2:2]. (7) Given the reactants I.[NH2:2][CH2:3][CH:4]1[CH2:9][CH2:8][CH2:7][CH:6]([N:10]2[C:19]3[C:14](=[CH:15][N:16]=[CH:17][CH:18]=3)[C:13]3=[N:20][O:21][C:22]([CH3:23])=[C:12]3[C:11]2=[O:24])[CH2:5]1.[C:25](O)(=[O:32])[C:26]1[CH:31]=[CH:30][CH:29]=[N:28][CH:27]=1.Cl.CN(C)CCCN=C=NCC.ON1C2N=CC=CC=2N=N1.C(N(CC)C(C)C)(C)C, predict the reaction product. The product is: [CH3:23][C:22]1[O:21][N:20]=[C:13]2[C:14]3[C:19](=[CH:18][CH:17]=[N:16][CH:15]=3)[N:10]([CH:6]3[CH2:7][CH2:8][CH2:9][CH:4]([CH2:3][NH:2][C:25](=[O:32])[C:26]4[CH:31]=[CH:30][CH:29]=[N:28][CH:27]=4)[CH2:5]3)[C:11](=[O:24])[C:12]=12.